Dataset: Forward reaction prediction with 1.9M reactions from USPTO patents (1976-2016). Task: Predict the product of the given reaction. (1) The product is: [CH3:1][O:2][C:3]([C:5]1[S:9][C:8]2[C:10]([C:26]3[CH:25]=[CH:24][CH:23]=[C:22]([NH2:21])[CH:27]=3)=[CH:11][S:12][C:7]=2[C:6]=1[O:14][CH2:15][C:16]([O:18][CH2:19][CH3:20])=[O:17])=[O:4]. Given the reactants [CH3:1][O:2][C:3]([C:5]1[S:9][C:8]2[C:10](Br)=[CH:11][S:12][C:7]=2[C:6]=1[O:14][CH2:15][C:16]([O:18][CH2:19][CH3:20])=[O:17])=[O:4].[NH2:21][C:22]1[CH:23]=[C:24](B(O)O)[CH:25]=[CH:26][CH:27]=1.[F-].[K+], predict the reaction product. (2) The product is: [F:19][C:20]([F:33])([F:34])[C:21]1[CH:22]=[C:23]([CH:26]=[C:27]([C:29]([F:32])([F:30])[F:31])[CH:28]=1)[CH2:24][O:18][C:17]1[C:8]([C:3]2[CH:4]=[CH:5][CH:6]=[CH:7][C:2]=2[CH3:1])=[C:9]2[C:14](=[CH:15][CH:16]=1)[N:13]=[CH:12][CH:11]=[CH:10]2. Given the reactants [CH3:1][C:2]1[CH:7]=[CH:6][CH:5]=[CH:4][C:3]=1[C:8]1[C:17]([OH:18])=[CH:16][CH:15]=[C:14]2[C:9]=1[CH:10]=[CH:11][CH:12]=[N:13]2.[F:19][C:20]([F:34])([F:33])[C:21]1[CH:22]=[C:23]([CH:26]=[C:27]([C:29]([F:32])([F:31])[F:30])[CH:28]=1)[CH2:24]Br, predict the reaction product. (3) Given the reactants [CH3:1][C:2]1[N:3]=[C:4]([C:7]2[C:8]3[CH2:19][CH2:18][C:14]4([CH2:17][O:16][CH2:15]4)[CH2:13][C:9]=3[S:10][C:11]=2[NH2:12])[S:5][CH:6]=1.[C:20]12[C:28](=[O:29])[O:27][C:25](=[O:26])[C:21]=1[CH2:22][CH2:23][CH2:24]2, predict the reaction product. The product is: [CH3:1][C:2]1[N:3]=[C:4]([C:7]2[C:8]3[CH2:19][CH2:18][C:14]4([CH2:15][O:16][CH2:17]4)[CH2:13][C:9]=3[S:10][C:11]=2[NH:12][C:28]([C:20]2[CH2:24][CH2:23][CH2:22][C:21]=2[C:25]([OH:27])=[O:26])=[O:29])[S:5][CH:6]=1. (4) Given the reactants [CH:1](N(C(C)C)CC)(C)[CH3:2].[Li]CCCC.[CH:15]1([C:20]([OH:22])=[O:21])[CH2:19][CH2:18][CH2:17][CH2:16]1.ICC, predict the reaction product. The product is: [CH2:1]([C:15]1([C:20]([OH:22])=[O:21])[CH2:19][CH2:18][CH2:17][CH2:16]1)[CH3:2]. (5) Given the reactants [S:1]1(=[O:7])(=[O:6])[CH2:5][CH2:4][CH2:3][NH:2]1.Br[C:9]1[CH:10]=[CH:11][C:12]([C:15]([N:17]2[CH2:22][CH2:21][N:20]([C:23]3[C:28]([CH:29]4[CH2:31][CH2:30]4)=[CH:27][C:26]([CH:32]4[CH2:34][CH2:33]4)=[CH:25][N:24]=3)[CH2:19][CH2:18]2)=[O:16])=[N:13][CH:14]=1, predict the reaction product. The product is: [CH:29]1([C:28]2[C:23]([N:20]3[CH2:21][CH2:22][N:17]([C:15]([C:12]4[CH:11]=[CH:10][C:9]([N:2]5[CH2:3][CH2:4][CH2:5][S:1]5(=[O:7])=[O:6])=[CH:14][N:13]=4)=[O:16])[CH2:18][CH2:19]3)=[N:24][CH:25]=[C:26]([CH:32]3[CH2:34][CH2:33]3)[CH:27]=2)[CH2:30][CH2:31]1.